Dataset: Forward reaction prediction with 1.9M reactions from USPTO patents (1976-2016). Task: Predict the product of the given reaction. Given the reactants [Cl:1][C:2]1[CH:3]=[CH:4][C:5]([NH:18][C:19]([C:21]2[CH:22]=[N:23][C:24](Cl)=[CH:25][CH:26]=2)=[O:20])=[C:6]([CH:17]=1)[C:7]([NH:9][C:10]1[CH:15]=[CH:14][C:13]([Cl:16])=[CH:12][N:11]=1)=[O:8].[NH:28]1[CH2:33][CH2:32][O:31][CH2:30][CH2:29]1, predict the reaction product. The product is: [Cl:1][C:2]1[CH:3]=[CH:4][C:5]([NH:18][C:19]([C:21]2[CH:22]=[N:23][C:24]([N:28]3[CH2:33][CH2:32][O:31][CH2:30][CH2:29]3)=[CH:25][CH:26]=2)=[O:20])=[C:6]([CH:17]=1)[C:7]([NH:9][C:10]1[CH:15]=[CH:14][C:13]([Cl:16])=[CH:12][N:11]=1)=[O:8].